Task: Regression/Classification. Given a drug SMILES string, predict its absorption, distribution, metabolism, or excretion properties. Task type varies by dataset: regression for continuous measurements (e.g., permeability, clearance, half-life) or binary classification for categorical outcomes (e.g., BBB penetration, CYP inhibition). Dataset: cyp2d6_veith.. Dataset: CYP2D6 inhibition data for predicting drug metabolism from PubChem BioAssay (1) The molecule is CCc1c(C(=O)O)[nH]c2ccc(Br)cc12. The result is 0 (non-inhibitor). (2) The compound is Cc1ccc(-c2ccc(/C=N\NC(=O)c3cc4c(ccc5ccccc54)o3)o2)cc1[N+](=O)[O-]. The result is 0 (non-inhibitor). (3) The compound is Cc1ccccc1C(=O)Nc1ccc(N2CCOCC2)nc1. The result is 0 (non-inhibitor). (4) The drug is CC[C@@H](c1ccccc1)n1c(=O)n2n(c1=O)[C@H]1[C@H](O)[C@H]3O[C@@H]3/C(=N/OC[C@@H](O)COCc3ccco3)[C@@H]1CC2. The result is 0 (non-inhibitor). (5) The molecule is O=S(=O)(N/N=C/c1ccc2c(c1)OCCO2)c1ccc(Cl)cc1. The result is 0 (non-inhibitor). (6) The molecule is Cc1csc(NC(=O)CCNS(=O)(=O)c2ccc3c(c2)c(=O)n(C)c(=O)n3C)n1. The result is 0 (non-inhibitor). (7) The molecule is O=[N+]([O-])c1ccc(C[As](=O)(O)O)cc1. The result is 0 (non-inhibitor). (8) The compound is O=C(O)/C=C(\CC(=O)O)C(=O)O. The result is 0 (non-inhibitor). (9) The drug is O=C(c1ccco1)N1CCC[C@@]2(CCN(Cc3ccncc3)C2)C1. The result is 1 (inhibitor). (10) The molecule is COc1cccc(OCC(=O)NN=C2c3ccccc3-c3ccccc32)c1. The result is 0 (non-inhibitor).